Dataset: NCI-60 drug combinations with 297,098 pairs across 59 cell lines. Task: Regression. Given two drug SMILES strings and cell line genomic features, predict the synergy score measuring deviation from expected non-interaction effect. (1) Drug 1: CC1=C2C(C(=O)C3(C(CC4C(C3C(C(C2(C)C)(CC1OC(=O)C(C(C5=CC=CC=C5)NC(=O)OC(C)(C)C)O)O)OC(=O)C6=CC=CC=C6)(CO4)OC(=O)C)OC)C)OC. Drug 2: CC(CN1CC(=O)NC(=O)C1)N2CC(=O)NC(=O)C2. Cell line: 786-0. Synergy scores: CSS=51.4, Synergy_ZIP=-2.74, Synergy_Bliss=-2.53, Synergy_Loewe=-9.74, Synergy_HSA=0.359. (2) Drug 1: CC(C)CN1C=NC2=C1C3=CC=CC=C3N=C2N. Drug 2: C1C(C(OC1N2C=NC3=C2NC=NCC3O)CO)O. Cell line: HL-60(TB). Synergy scores: CSS=6.58, Synergy_ZIP=-3.59, Synergy_Bliss=-4.50, Synergy_Loewe=-2.98, Synergy_HSA=-3.26.